From a dataset of Reaction yield outcomes from USPTO patents with 853,638 reactions. Predict the reaction yield, written as a fraction of the theoretical maximum amount of product (1.0 means a 100% yield; for example, 0.34 means a 34% yield). (1) The reactants are CCN(C(C)C)C(C)C.[F:10][C:11]1[CH:16]=[CH:15][CH:14]=[CH:13][C:12]=1[C:17]1[NH:21][N:20]=[C:19]([C:22]([OH:24])=O)[CH:18]=1.C1C=CC2N(O)N=NC=2C=1.CCN=C=NCCCN(C)C.Cl.[NH2:47][CH2:48][C:49]([N:51]1[CH2:56][CH2:55][N:54]([C:57](=[O:69])[C:58]2[CH:63]=[C:62]([F:64])[CH:61]=[CH:60][C:59]=2[C:65]([F:68])([F:67])[F:66])[CH2:53][CH2:52]1)=[O:50]. The catalyst is CN(C=O)C.O. The product is [F:64][C:62]1[CH:61]=[CH:60][C:59]([C:65]([F:67])([F:66])[F:68])=[C:58]([CH:63]=1)[C:57]([N:54]1[CH2:55][CH2:56][N:51]([C:49](=[O:50])[CH2:48][NH:47][C:22]([C:19]2[CH:18]=[C:17]([C:12]3[CH:13]=[CH:14][CH:15]=[CH:16][C:11]=3[F:10])[NH:21][N:20]=2)=[O:24])[CH2:52][CH2:53]1)=[O:69]. The yield is 0.332. (2) The yield is 1.00. The reactants are C(OC([N:8]1[CH2:13][CH2:12][CH:11]([CH:14]2[C:19](=[O:20])[C:18]3[CH:21]=[CH:22][CH:23]=[CH:24][C:17]=3[NH:16][S:15]2(=[O:26])=[O:25])[CH2:10][CH2:9]1)=O)(C)(C)C.O1CCOCC1.[ClH:33]. No catalyst specified. The product is [ClH:33].[O:26]=[S:15]1(=[O:25])[CH:14]([CH:11]2[CH2:10][CH2:9][NH:8][CH2:13][CH2:12]2)[C:19](=[O:20])[C:18]2[CH:21]=[CH:22][CH:23]=[CH:24][C:17]=2[NH:16]1. (3) The reactants are [F:1][C:2]([F:37])([C:30]1[CH:35]=[CH:34][C:33]([CH3:36])=[CH:32][N:31]=1)[CH2:3][N:4]1[CH2:9][CH2:8][CH:7]([NH:10][C:11]2[C:12]3[CH:19]=[CH:18][N:17]([S:20]([C:23]4[CH:29]=[CH:28][C:26]([CH3:27])=[CH:25][CH:24]=4)(=[O:22])=[O:21])[C:13]=3[N:14]=[CH:15][N:16]=2)[CH2:6][CH2:5]1.[H-].[Na+].[CH3:40]I. The catalyst is CN(C=O)C. The product is [F:37][C:2]([F:1])([C:30]1[CH:35]=[CH:34][C:33]([CH3:36])=[CH:32][N:31]=1)[CH2:3][N:4]1[CH2:5][CH2:6][CH:7]([N:10]([CH3:40])[C:11]2[C:12]3[CH:19]=[CH:18][N:17]([S:20]([C:23]4[CH:24]=[CH:25][C:26]([CH3:27])=[CH:28][CH:29]=4)(=[O:22])=[O:21])[C:13]=3[N:14]=[CH:15][N:16]=2)[CH2:8][CH2:9]1. The yield is 0.300. (4) The reactants are [Cl:1][CH2:2][C:3]([NH:5][C:6]1[CH:11]=[CH:10][C:9]([C:12]2[C:20]3[C:15](=[CH:16][C:17]([F:21])=[CH:18][CH:19]=3)[N:14]([S:22]([C:25]3[CH:30]=[CH:29][CH:28]=[CH:27][CH:26]=3)(=[O:24])=[O:23])[CH:13]=2)=[CH:8][C:7]=1O)=[O:4].CC1C=CC(S([O-])(=O)=O)=CC=1.C1C=C[NH+]=CC=1. No catalyst specified. The product is [Cl:1][CH2:2][C:3]1[O:4][C:11]2[CH:10]=[C:9]([C:12]3[C:20]4[C:15](=[CH:16][C:17]([F:21])=[CH:18][CH:19]=4)[N:14]([S:22]([C:25]4[CH:30]=[CH:29][CH:28]=[CH:27][CH:26]=4)(=[O:24])=[O:23])[CH:13]=3)[CH:8]=[CH:7][C:6]=2[N:5]=1. The yield is 0.640. (5) The reactants are [N+:1]([C:4]1[CH:5]=[C:6]2[C:10](=[CH:11][CH:12]=1)[NH:9][N:8]=[CH:7]2)([O-:3])=[O:2].[OH-].[K+].[I:15]I. The catalyst is CN(C=O)C. The product is [I:15][C:7]1[C:6]2[C:10](=[CH:11][CH:12]=[C:4]([N+:1]([O-:3])=[O:2])[CH:5]=2)[NH:9][N:8]=1. The yield is 0.880. (6) The reactants are [C:1]1([C:22]2[CH:27]=[CH:26][CH:25]=[CH:24][CH:23]=2)[CH:6]=[CH:5][CH:4]=[CH:3][C:2]=1[NH:7][C:8]([O:10][CH:11]1[CH2:16][CH2:15][N:14]([CH2:17][CH2:18][C:19](O)=[O:20])[CH2:13][CH2:12]1)=[O:9].[NH2:28][C:29]1[C:38]([CH3:39])=[CH:37][C:32]([C:33]([O:35][CH3:36])=[O:34])=[C:31]([CH3:40])[CH:30]=1.F[P-](F)(F)(F)(F)F.N1(OC(N(C)C)=[N+](C)C)C2N=CC=CC=2N=N1. The product is [C:1]1([C:22]2[CH:27]=[CH:26][CH:25]=[CH:24][CH:23]=2)[CH:6]=[CH:5][CH:4]=[CH:3][C:2]=1[NH:7][C:8]([O:10][CH:11]1[CH2:12][CH2:13][N:14]([CH2:17][CH2:18][C:19]([NH:28][C:29]2[C:38]([CH3:39])=[CH:37][C:32]([C:33]([O:35][CH3:36])=[O:34])=[C:31]([CH3:40])[CH:30]=2)=[O:20])[CH2:15][CH2:16]1)=[O:9]. The catalyst is ClCCl.C(N(C(C)C)CC)(C)C. The yield is 0.590. (7) The catalyst is CO. The reactants are [CH3:1][O:2][C:3]1[CH:4]=[C:5]2[CH:11]=[C:10]([CH3:12])[N:9](S(C3C=CC=CC=3)(=O)=O)[C:6]2=[N:7][CH:8]=1.[Na].O. The yield is 0.910. The product is [CH3:1][O:2][C:3]1[CH:4]=[C:5]2[CH:11]=[C:10]([CH3:12])[NH:9][C:6]2=[N:7][CH:8]=1. (8) The reactants are [F:1][C:2]1[C:11]2[C:6](=[CH:7][CH:8]=[CH:9][CH:10]=2)[C:5]([CH2:12][NH:13][CH3:14])=[CH:4][CH:3]=1.CNCC1C=CC2C(=CC=CC=2)C=1CCC.[ClH:31].[N:32]1([CH2:38][CH2:39][N:40]2[CH2:45][C:44]3[CH:46]=[C:47](/[CH:50]=[CH:51]/[C:52]([OH:54])=O)[CH:48]=[N:49][C:43]=3[NH:42][C:41]2=[O:55])[CH2:37][CH2:36][O:35][CH2:34][CH2:33]1.Cl.CN1CC2C=C(/C=C/C(O)=O)C=NC=2NC(=O)C1. No catalyst specified. The product is [ClH:31].[F:1][C:2]1[C:11]2[C:6](=[CH:7][CH:8]=[CH:9][CH:10]=2)[C:5]([CH2:12][N:13]([CH3:14])[C:52](=[O:54])/[CH:51]=[CH:50]/[C:47]2[CH:48]=[N:49][C:43]3[NH:42][C:41](=[O:55])[N:40]([CH2:39][CH2:38][N:32]4[CH2:37][CH2:36][O:35][CH2:34][CH2:33]4)[CH2:45][C:44]=3[CH:46]=2)=[CH:4][CH:3]=1. The yield is 0.430. (9) The reactants are C1(P(C2C=CC=CC=2)C2C=CC=CC=2)C=CC=CC=1.BrN1C(=O)CCC1=O.[Cl:28][C:29]1[CH:30]=[C:31]([CH:41]([CH2:45][CH:46]2[CH2:50][CH2:49][CH2:48][CH2:47]2)[C:42]([OH:44])=O)[CH:32]=[CH:33][C:34]=1[N:35]1[C:39]([CH3:40])=[N:38][N:37]=[N:36]1.[NH2:51][C:52]1[CH:57]=[CH:56][C:55]([Br:58])=[CH:54][N:53]=1. The catalyst is C(Cl)Cl. The product is [Br:58][C:55]1[CH:56]=[CH:57][C:52]([NH:51][C:42](=[O:44])[CH:41]([C:31]2[CH:32]=[CH:33][C:34]([N:35]3[C:39]([CH3:40])=[N:38][N:37]=[N:36]3)=[C:29]([Cl:28])[CH:30]=2)[CH2:45][CH:46]2[CH2:47][CH2:48][CH2:49][CH2:50]2)=[N:53][CH:54]=1. The yield is 0.420. (10) The reactants are [CH2:1]([O:4][C:5]1[CH:10]=[CH:9][C:8]([C:11]2[CH:15]=[C:14]([CH2:16][C:17]([OH:19])=[O:18])[O:13][N:12]=2)=[C:7]([C:20]([F:23])([F:22])[F:21])[CH:6]=1)[CH2:2][CH3:3].[CH2:24](OC1C=CC(C2C=C(CC(OCC)=O)ON=2)=C(C(F)(F)F)C=1)[CH2:25][CH3:26]. The catalyst is C(O)CC. The product is [CH2:1]([O:4][C:5]1[CH:10]=[CH:9][C:8]([C:11]2[CH:15]=[C:14]([CH2:16][C:17]([O:19][CH2:24][CH2:25][CH3:26])=[O:18])[O:13][N:12]=2)=[C:7]([C:20]([F:22])([F:23])[F:21])[CH:6]=1)[CH2:2][CH3:3]. The yield is 0.900.